From a dataset of Forward reaction prediction with 1.9M reactions from USPTO patents (1976-2016). Predict the product of the given reaction. (1) Given the reactants Cl[C:2]1[N:7]=[C:6](/[CH:8]=[CH:9]/[C:10]2[N:17]3[C:13]([S:14][CH:15]=[CH:16]3)=[N:12][C:11]=2[C:18]2[CH:23]=[CH:22][CH:21]=[CH:20][CH:19]=2)[CH:5]=[CH:4][N:3]=1.[CH2:24]([NH2:31])[C:25]1[CH:30]=[CH:29][CH:28]=[CH:27][CH:26]=1.C1CCCCC1, predict the reaction product. The product is: [CH2:24]([NH:31][C:2]1[N:7]=[C:6](/[CH:8]=[CH:9]/[C:10]2[N:17]3[C:13]([S:14][CH:15]=[CH:16]3)=[N:12][C:11]=2[C:18]2[CH:23]=[CH:22][CH:21]=[CH:20][CH:19]=2)[CH:5]=[CH:4][N:3]=1)[C:25]1[CH:30]=[CH:29][CH:28]=[CH:27][CH:26]=1. (2) Given the reactants [C@@H:1]1([N:9]2[CH:17]=[C:15]([CH3:16])[C:13](=[O:14])[NH:12][C:10]2=[O:11])[O:8][C@H:5]([CH2:6][OH:7])[C@@H:3]([OH:4])[CH2:2]1.ClCCl.[C:21](Cl)([O:23][CH2:24][CH:25]1[C:37]2[C:32](=[CH:33][CH:34]=[CH:35][CH:36]=2)[C:31]2[C:26]1=[CH:27][CH:28]=[CH:29][CH:30]=2)=[O:22], predict the reaction product. The product is: [C:21]([O:7][CH2:6][C@H:5]1[O:8][C@@H:1]([N:9]2[CH:17]=[C:15]([CH3:16])[C:13](=[O:14])[NH:12][C:10]2=[O:11])[CH2:2][C@@H:3]1[OH:4])([O:23][CH2:24][CH:25]1[C:26]2[C:31](=[CH:30][CH:29]=[CH:28][CH:27]=2)[C:32]2[C:37]1=[CH:36][CH:35]=[CH:34][CH:33]=2)=[O:22]. (3) Given the reactants [NH2:1][C:2]1[CH:7]=[CH:6][C:5]([S:8]([NH:11][C:12]2[C:21]3[C:16](=[CH:17][CH:18]=[CH:19][CH:20]=3)[CH:15]=[CH:14][CH:13]=2)(=[O:10])=[O:9])=[CH:4][CH:3]=1.[C:22](Cl)(=O)[O:23]C1C=CC([N+]([O-])=O)=CC=1.N1C=CC=CC=1.[N:41]1[CH:46]=[CH:45][CH:44]=[C:43]([CH2:47][NH2:48])[CH:42]=1, predict the reaction product. The product is: [C:12]1([NH:11][S:8]([C:5]2[CH:6]=[CH:7][C:2]([NH:1][C:22]([NH:48][CH2:47][C:43]3[CH:42]=[N:41][CH:46]=[CH:45][CH:44]=3)=[O:23])=[CH:3][CH:4]=2)(=[O:10])=[O:9])[C:21]2[C:16](=[CH:17][CH:18]=[CH:19][CH:20]=2)[CH:15]=[CH:14][CH:13]=1. (4) The product is: [Cl:1][C:2]1[C:7]([F:8])=[CH:6][CH:5]=[CH:4][C:3]=1[N:9]1[C:13]([S:14]([C:15]2[CH:16]=[N:17][CH:18]=[CH:19][CH:20]=2)(=[O:35])=[O:52])=[CH:12][C:11]([CH2:21][N:22]([CH3:30])[C:23](=[O:29])[O:24][C:25]([CH3:26])([CH3:27])[CH3:28])=[N:10]1. Given the reactants [Cl:1][C:2]1[C:7]([F:8])=[CH:6][CH:5]=[CH:4][C:3]=1[N:9]1[C:13]([S:14][C:15]2[CH:16]=[N:17][CH:18]=[CH:19][CH:20]=2)=[CH:12][C:11]([CH2:21][N:22]([CH3:30])[C:23](=[O:29])[O:24][C:25]([CH3:28])([CH3:27])[CH3:26])=[N:10]1.C(#N)C.C([O-])([O-])=[O:35].C([O-])([O-])=O.OO.OO.OO.[Na+].[Na+].[Na+].[Na+].[OH2:52], predict the reaction product. (5) Given the reactants [C:1]([NH:4][C:5]1[CH:10]=[CH:9][C:8]([C:11]2[N:20]=[C:19]([C:21]([OH:23])=O)[C:18]3[C:13](=[CH:14][CH:15]=[CH:16][CH:17]=3)[N:12]=2)=[CH:7][CH:6]=1)(=[O:3])[CH3:2].Cl.[CH3:25][O:26][C:27]1[C:36]([O:37][CH3:38])=[CH:35][CH:34]=[C:33]2[C:28]=1[CH2:29][CH2:30][NH:31][CH2:32]2, predict the reaction product. The product is: [C:1]([NH:4][C:5]1[CH:10]=[CH:9][C:8]([C:11]2[N:20]=[C:19]([C:21]([N:31]3[CH2:30][CH2:29][C:28]4[C:33](=[CH:34][CH:35]=[C:36]([O:37][CH3:38])[C:27]=4[O:26][CH3:25])[CH2:32]3)=[O:23])[C:18]3[C:13](=[CH:14][CH:15]=[CH:16][CH:17]=3)[N:12]=2)=[CH:7][CH:6]=1)(=[O:3])[CH3:2]. (6) Given the reactants [CH3:1][O:2][C:3]1[C:8]2[C:9](=[O:14])[O:10][C:11](=O)[NH:12][C:7]=2[CH:6]=[CH:5][CH:4]=1.CN(C=O)C.[Br:20]N1C(=O)CCC1=O, predict the reaction product. The product is: [NH2:12][C:7]1[C:8]([C:9]([O:10][CH3:11])=[O:14])=[C:3]([O:2][CH3:1])[C:4]([Br:20])=[CH:5][CH:6]=1. (7) The product is: [CH2:2]([O:9][C:10](=[O:17])[NH:11][CH2:12][CH2:13][C:14]1[NH:15][C:28](=[O:29])[CH:27]=[C:26]([C:23]2[CH:24]=[CH:25][N:20]=[CH:21][N:22]=2)[N:16]=1)[C:3]1[CH:4]=[CH:5][CH:6]=[CH:7][CH:8]=1. Given the reactants Cl.[CH2:2]([O:9][C:10](=[O:17])[NH:11][CH2:12][CH2:13][C:14](=[NH:16])[NH2:15])[C:3]1[CH:8]=[CH:7][CH:6]=[CH:5][CH:4]=1.[OH-].[Na+].[N:20]1[CH:25]=[CH:24][C:23]([C:26](=O)[CH2:27][C:28](OCC)=[O:29])=[N:22][CH:21]=1, predict the reaction product. (8) Given the reactants I[C:2]1[CH:3]=[C:4]([CH:9]=[CH:10][C:11]=1[NH:12][C:13](=[O:18])[C:14]([F:17])([F:16])[F:15])[C:5]([O:7][CH3:8])=[O:6].C(NCC)C.CN(C=O)C.[C:29]1([C:35]#[CH:36])[CH:34]=[CH:33][CH:32]=[CH:31][CH:30]=1, predict the reaction product. The product is: [C:29]1([C:35]#[C:36][C:2]2[CH:3]=[C:4]([CH:9]=[CH:10][C:11]=2[NH:12][C:13](=[O:18])[C:14]([F:17])([F:16])[F:15])[C:5]([O:7][CH3:8])=[O:6])[CH:34]=[CH:33][CH:32]=[CH:31][CH:30]=1. (9) Given the reactants [CH3:1][O:2][C:3]1[CH:4]=[C:5]2[C:10](=[CH:11][C:12]=1[O:13][CH2:14][CH2:15][CH2:16][S:17]([CH3:20])(=[O:19])=[O:18])[N:9]=[CH:8][N:7](COC(=O)C(C)(C)C)[C:6]2=[O:29].[OH-].[Na+].CC1C=CC(COC(NNC(C2C=NC=CN=2)=O)=O)=CC=1.Cl, predict the reaction product. The product is: [CH3:1][O:2][C:3]1[CH:4]=[C:5]2[C:10](=[CH:11][C:12]=1[O:13][CH2:14][CH2:15][CH2:16][S:17]([CH3:20])(=[O:19])=[O:18])[N:9]=[CH:8][NH:7][C:6]2=[O:29]. (10) Given the reactants [CH:1]12[O:8][CH:5]([CH2:6][CH2:7]1)[CH2:4][N:3]([C:9]([C:11]1[S:12][CH:13]=[C:14](Br)[N:15]=1)=[O:10])[CH2:2]2.C(O)C.[Cl:20][C:21]1[CH:26]=[CH:25][C:24](B(O)O)=[CH:23][CH:22]=1.C(=O)([O-])[O-].[K+].[K+], predict the reaction product. The product is: [CH:1]12[O:8][CH:5]([CH2:6][CH2:7]1)[CH2:4][N:3]([C:9]([C:11]1[S:12][CH:13]=[C:14]([C:24]3[CH:25]=[CH:26][C:21]([Cl:20])=[CH:22][CH:23]=3)[N:15]=1)=[O:10])[CH2:2]2.